From a dataset of Forward reaction prediction with 1.9M reactions from USPTO patents (1976-2016). Predict the product of the given reaction. (1) Given the reactants [OH:1][C:2]1[CH:10]=[CH:9][C:8]([S:11]([OH:13])=[O:12])=[CH:7][C:3]=1[C:4]([OH:6])=[O:5].C(N(CC)CC)C.[Cl:21][CH2:22][CH2:23][CH2:24]I, predict the reaction product. The product is: [Cl:21][CH2:22][CH2:23][CH2:24][S:11]([C:8]1[CH:9]=[CH:10][C:2]([OH:1])=[C:3]([CH:7]=1)[C:4]([OH:6])=[O:5])(=[O:13])=[O:12]. (2) Given the reactants [CH2:1]([N:8]=[CH:9][C:10]1[CH:15]=[C:14]([O:16][CH3:17])[CH:13]=[CH:12][C:11]=1[OH:18])[C:2]1[CH:7]=[CH:6][CH:5]=[CH:4][CH:3]=1.[BH4-].[Na+].C(NCC1C=CC=CC=1O)C1C=CC=CC=1, predict the reaction product. The product is: [CH2:1]([NH:8][CH2:9][C:10]1[CH:15]=[C:14]([O:16][CH3:17])[CH:13]=[CH:12][C:11]=1[OH:18])[C:2]1[CH:3]=[CH:4][CH:5]=[CH:6][CH:7]=1. (3) Given the reactants [Cl:1][C:2]1[CH:10]=[CH:9][CH:8]=[CH:7][C:3]=1[CH2:4][NH:5][NH2:6].[C:11](/[CH:13]=[C:14](/[O-])\[C:15]([O:17][CH2:18][CH3:19])=[O:16])#[N:12].[Na+].FC(F)(F)C(O)=O, predict the reaction product. The product is: [NH2:12][C:11]1[N:5]([CH2:4][C:3]2[CH:7]=[CH:8][CH:9]=[CH:10][C:2]=2[Cl:1])[N:6]=[C:14]([C:15]([O:17][CH2:18][CH3:19])=[O:16])[CH:13]=1.